The task is: Predict the reaction yield, written as a fraction of the theoretical maximum amount of product (1.0 means a 100% yield; for example, 0.34 means a 34% yield).. This data is from Reaction yield outcomes from USPTO patents with 853,638 reactions. (1) The reactants are [H-].[Na+].[Cl:3][C:4]1[CH:9]=[CH:8][C:7]([O:10][C:11]2[CH:18]=[CH:17][C:14]([CH:15]=O)=[CH:13][CH:12]=2)=[CH:6][C:5]=1[C:19]([F:22])([F:21])[F:20].[CH2:23]1COCC1. The catalyst is [Br-].C[P+](C1C=CC=CC=1)(C1C=CC=CC=1)C1C=CC=CC=1. The product is [Cl:3][C:4]1[CH:9]=[CH:8][C:7]([O:10][C:11]2[CH:18]=[CH:17][C:14]([CH:15]=[CH2:23])=[CH:13][CH:12]=2)=[CH:6][C:5]=1[C:19]([F:22])([F:21])[F:20]. The yield is 0.860. (2) The reactants are [CH:1]1[C:14]2[S:13][C:12]3[C:7](=[CH:8][CH:9]=[CH:10][CH:11]=3)[S:6](=[O:15])[C:5]=2[CH:4]=[CH:3][CH:2]=1.C([Li])CCC.C(NC(C)C)(C)C.Cl[Si:29]([CH3:32])([CH3:31])[CH3:30]. The catalyst is C1COCC1.C([N-]C(C)C)(C)C.[Li+].O. The product is [CH3:30][Si:29]([CH3:32])([CH3:31])[C:4]1[C:5]2[S:6](=[O:15])[C:7]3[C:12](=[CH:11][CH:10]=[CH:9][C:8]=3[Si:29]([CH3:32])([CH3:31])[CH3:30])[S:13][C:14]=2[CH:1]=[CH:2][CH:3]=1. The yield is 0.360. (3) The reactants are Cl.[S:2]([N:12]1[C:16]2=[N:17][CH:18]=[C:19]([C:21]([O:23]C)=[O:22])[N:20]=[C:15]2[CH:14]=[CH:13]1)([C:5]1[CH:11]=[CH:10][C:8]([CH3:9])=[CH:7][CH:6]=1)(=[O:4])=[O:3]. The yield is 0.850. The product is [S:2]([N:12]1[C:16]2=[N:17][CH:18]=[C:19]([C:21]([OH:23])=[O:22])[N:20]=[C:15]2[CH:14]=[CH:13]1)([C:5]1[CH:6]=[CH:7][C:8]([CH3:9])=[CH:10][CH:11]=1)(=[O:4])=[O:3]. The catalyst is O1CCOCC1. (4) The reactants are [Cl:1][C:2]1[CH:8]=[C:7]([O:9][C:10]2[C:11]3[N:18]([CH3:19])[CH:17]=[CH:16][C:12]=3[N:13]=[CH:14][N:15]=2)[CH:6]=[CH:5][C:3]=1[NH2:4].N1C=CC=CC=1.Cl[C:27](OC1C=CC=CC=1)=[O:28].[CH3:36][N:37]1[CH2:42][CH2:41][N:40]([C:43]([C:45]2[CH:51]=[CH:50][C:48]([NH2:49])=[CH:47][C:46]=2[C:52]([F:55])([F:54])[F:53])=[O:44])[CH2:39][CH2:38]1. The catalyst is CN1CCCC1=O. The product is [Cl:1][C:2]1[CH:8]=[C:7]([O:9][C:10]2[C:11]3[N:18]([CH3:19])[CH:17]=[CH:16][C:12]=3[N:13]=[CH:14][N:15]=2)[CH:6]=[CH:5][C:3]=1[NH:4][C:27]([NH:49][C:48]1[CH:50]=[CH:51][C:45]([C:43]([N:40]2[CH2:41][CH2:42][N:37]([CH3:36])[CH2:38][CH2:39]2)=[O:44])=[C:46]([C:52]([F:55])([F:53])[F:54])[CH:47]=1)=[O:28]. The yield is 0.280. (5) The reactants are C1CO[C:8]2[CH:7]=[CH:6][C:5]([NH:11][C:12]3[C:17]([F:18])=[CH:16][N:15]=[C:14]([NH:19][C:20]4[CH:25]=[CH:24][CH:23]=[C:22](O)[CH:21]=4)[N:13]=3)=[CH:4][C:3]=2[O:2]1.ClC1N=C(NC2C=CC=C(O)C=2)C(F)=CN=1.[S:43]1[C:47]2C=CC=CC=2[C:45](CN)=[CH:44]1. No catalyst specified. The product is [S:43]1[C:44]2[CH:45]=[CH:21][CH:22]=[CH:23][C:24]=2[C:25]([CH2:20][NH:19][C:14]2[N:13]=[C:12]([NH:11][C:5]3[CH:6]=[CH:7][CH:8]=[C:3]([OH:2])[CH:4]=3)[C:17]([F:18])=[CH:16][N:15]=2)=[CH:47]1. The yield is 0.530. (6) The reactants are [F:1][C:2]1[CH:10]=[C:9]2[C:5]([CH2:6][C:7](=[O:23])[N:8]2[CH:11]2[CH2:16][CH2:15][N:14]([C:17]3([CH3:22])[CH2:21][CH2:20][NH:19][CH2:18]3)[CH2:13][CH2:12]2)=[CH:4][CH:3]=1.[C:24](Cl)(=[O:27])[O:25][CH3:26]. The yield is 0.562. No catalyst specified. The product is [F:1][C:2]1[CH:10]=[C:9]2[C:5]([CH2:6][C:7](=[O:23])[N:8]2[CH:11]2[CH2:16][CH2:15][N:14]([C:17]3([CH3:22])[CH2:21][CH2:20][N:19]([C:24]([O:25][CH3:26])=[O:27])[CH2:18]3)[CH2:13][CH2:12]2)=[CH:4][CH:3]=1. (7) The reactants are [C:1]([C:4]1[CH:5]=[N:6][C:7]2[C:12]([C:13]=1[NH:14][C:15]1[CH:16]=[CH:17][C:18]([N:21]3[CH2:26][CH2:25][CH2:24][C@H:23]([NH:27]C(=O)OC(C)(C)C)[CH2:22]3)=[N:19][CH:20]=1)=[N:11][C:10]([C:35]1[CH:40]=[C:39]([Cl:41])[C:38]([OH:42])=[C:37]([Cl:43])[CH:36]=1)=[CH:9][CH:8]=2)(=[O:3])[CH3:2].C(O)(C(F)(F)F)=O. No catalyst specified. The product is [ClH:41].[ClH:41].[ClH:41].[NH2:27][C@H:23]1[CH2:24][CH2:25][CH2:26][N:21]([C:18]2[N:19]=[CH:20][C:15]([NH:14][C:13]3[C:12]4[C:7](=[CH:8][CH:9]=[C:10]([C:35]5[CH:36]=[C:37]([Cl:43])[C:38]([OH:42])=[C:39]([Cl:41])[CH:40]=5)[N:11]=4)[N:6]=[CH:5][C:4]=3[C:1](=[O:3])[CH3:2])=[CH:16][CH:17]=2)[CH2:22]1. The yield is 0.330. (8) The reactants are [C:1]([C:5]1[CH:10]=[CH:9][C:8]([N:11]2[CH:15]([C:16]3[CH:21]=[CH:20][C:19](Cl)=[C:18]([N+:23]([O-:25])=[O:24])[CH:17]=3)[CH2:14][CH2:13][CH:12]2[C:26]2[CH:31]=[CH:30][C:29](Cl)=[C:28]([N+:33]([O-:35])=[O:34])[CH:27]=2)=[CH:7][CH:6]=1)([CH3:4])([CH3:3])[CH3:2].[CH3:36][O:37][C:38]1[CH:45]=[CH:44][C:41]([CH2:42][NH2:43])=[CH:40][CH:39]=1. The catalyst is ClCCl. The product is [C:1]([C:5]1[CH:10]=[CH:9][C:8]([N:11]2[CH:15]([C:16]3[CH:21]=[CH:20][C:19]([NH:43][CH2:42][C:41]4[CH:44]=[CH:45][C:38]([O:37][CH3:36])=[CH:39][CH:40]=4)=[C:18]([N+:23]([O-:25])=[O:24])[CH:17]=3)[CH2:14][CH2:13][CH:12]2[C:26]2[CH:31]=[CH:30][C:29]([NH:43][CH2:42][C:41]3[CH:44]=[CH:45][C:38]([O:37][CH3:36])=[CH:39][CH:40]=3)=[C:28]([N+:33]([O-:35])=[O:34])[CH:27]=2)=[CH:7][CH:6]=1)([CH3:4])([CH3:3])[CH3:2]. The yield is 0.670. (9) The reactants are C(NC1C=CC(S([N:14]=[N+:15]=[N-])(=O)=O)=CC=1)(=O)C.O=C(C)[CH2:19][C:20]([O:22][CH2:23][C:24]1[S:29][C:28]([N:30]([C:39]([O:41][C:42]([CH3:45])([CH3:44])[CH3:43])=[O:40])[CH2:31][O:32][CH2:33][CH2:34][Si:35]([CH3:38])([CH3:37])[CH3:36])=[N:27][C@@:26]([C:48]2[CH:53]=[C:52]([Br:54])[CH:51]=[CH:50][C:49]=2[F:55])([CH2:46][F:47])[CH:25]=1)=[O:21].[Li+].[OH-]. The catalyst is C(#N)C.O. The product is [N+:14](=[CH:19][C:20]([O:22][CH2:23][C:24]1[S:29][C:28]([N:30]([C:39]([O:41][C:42]([CH3:45])([CH3:43])[CH3:44])=[O:40])[CH2:31][O:32][CH2:33][CH2:34][Si:35]([CH3:37])([CH3:36])[CH3:38])=[N:27][C@@:26]([C:48]2[CH:53]=[C:52]([Br:54])[CH:51]=[CH:50][C:49]=2[F:55])([CH2:46][F:47])[CH:25]=1)=[O:21])=[N-:15]. The yield is 0.710. (10) The reactants are [C@H:1]1([NH:11][C:12]2[O:13][CH2:14][C:15]3[CH:21]=[C:20]([NH2:22])[CH:19]=[CH:18][C:16]=3[N:17]=2)[C:10]2[C:5](=[CH:6][CH:7]=[CH:8][CH:9]=2)[CH2:4][CH2:3][CH2:2]1.O=C1CCC(=O)N1[O:30][C:31](=O)[CH2:32][Cl:33]. The catalyst is C(#N)C. The product is [Cl:33][CH2:32][C:31]([NH:22][C:20]1[CH:19]=[CH:18][C:16]2[N:17]=[C:12]([NH:11][C@H:1]3[C:10]4[C:5](=[CH:6][CH:7]=[CH:8][CH:9]=4)[CH2:4][CH2:3][CH2:2]3)[O:13][CH2:14][C:15]=2[CH:21]=1)=[O:30]. The yield is 1.00.